This data is from TCR-epitope binding with 47,182 pairs between 192 epitopes and 23,139 TCRs. The task is: Binary Classification. Given a T-cell receptor sequence (or CDR3 region) and an epitope sequence, predict whether binding occurs between them. (1) The epitope is RQLLFVVEV. The TCR CDR3 sequence is CASSLESQAETQYF. Result: 1 (the TCR binds to the epitope). (2) The epitope is RLRAEAQVK. The TCR CDR3 sequence is CASSLLSRTGELFF. Result: 1 (the TCR binds to the epitope). (3) The epitope is GILGFVFTL. The TCR CDR3 sequence is CASSLFATNTDTQYF. Result: 1 (the TCR binds to the epitope).